From a dataset of Full USPTO retrosynthesis dataset with 1.9M reactions from patents (1976-2016). Predict the reactants needed to synthesize the given product. Given the product [Br:1][C:2]1[CH:23]=[CH:22][C:5]2[C:6]([CH:9]([C:15]3[CH:20]=[CH:19][C:18]([Cl:21])=[CH:17][CH:16]=3)[CH2:10][NH:11][C:43](=[O:44])[O:45][C:46]([CH3:47])([CH3:48])[CH3:49])=[N:7][S:8][C:4]=2[CH:3]=1, predict the reactants needed to synthesize it. The reactants are: [Br:1][C:2]1[CH:23]=[CH:22][C:5]2[C:6]([CH:9]([C:15]3[CH:20]=[CH:19][C:18]([Cl:21])=[CH:17][CH:16]=3)[CH2:10][NH:11]CC=C)=[N:7][S:8][C:4]=2[CH:3]=1.CN1C(=O)CC(=O)N(C)C1=O.[CH3:47][C:46]([O:45][C:43](O[C:43]([O:45][C:46]([CH3:49])([CH3:48])[CH3:47])=[O:44])=[O:44])([CH3:49])[CH3:48].CCN(CC)CC.